From a dataset of Peptide-MHC class II binding affinity with 134,281 pairs from IEDB. Regression. Given a peptide amino acid sequence and an MHC pseudo amino acid sequence, predict their binding affinity value. This is MHC class II binding data. The peptide sequence is HMQDKTMVKKWRDVP. The MHC is HLA-DQA10501-DQB10402 with pseudo-sequence HLA-DQA10501-DQB10402. The binding affinity (normalized) is 0.